This data is from Forward reaction prediction with 1.9M reactions from USPTO patents (1976-2016). The task is: Predict the product of the given reaction. (1) Given the reactants [CH3:1][O:2][C:3]1[CH:4]=[C:5]([CH:24]=[CH:25][C:26]=1[O:27][CH3:28])[CH2:6][CH2:7][C:8]1[S:9][C:10]2[N:11]=[C:12]([NH2:23])[N:13]=[C:14]([N:17]3[CH2:22][CH2:21][NH:20][CH2:19][CH2:18]3)[C:15]=2[N:16]=1.[Br:29][C:30]1[CH:40]=[CH:39][C:33]([O:34][CH2:35][C:36](O)=[O:37])=[CH:32][CH:31]=1, predict the reaction product. The product is: [NH2:23][C:12]1[N:13]=[C:14]([N:17]2[CH2:18][CH2:19][N:20]([C:36](=[O:37])[CH2:35][O:34][C:33]3[CH:39]=[CH:40][C:30]([Br:29])=[CH:31][CH:32]=3)[CH2:21][CH2:22]2)[C:15]2[N:16]=[C:8]([CH2:7][CH2:6][C:5]3[CH:24]=[CH:25][C:26]([O:27][CH3:28])=[C:3]([O:2][CH3:1])[CH:4]=3)[S:9][C:10]=2[N:11]=1. (2) Given the reactants [C:1]([O:5][C:6]([N:8]1[CH2:13][CH2:12][CH:11]([C:14]#[C:15][C:16]2[CH:17]=[C:18]([N:26]([CH2:33][CH3:34])[CH:27]3[CH2:32][CH2:31][O:30][CH2:29][CH2:28]3)[C:19]([CH3:25])=[C:20]([CH:24]=2)[C:21](O)=[O:22])[CH2:10][CH2:9]1)=[O:7])([CH3:4])([CH3:3])[CH3:2].C(N(CC)CC)C.[Cl-].[CH3:43][C:44]1[CH:49]=[C:48]([CH3:50])[NH:47][C:46](=[O:51])[C:45]=1[CH2:52][NH3+:53].C1C=CC2N(O)N=NC=2C=1.C(Cl)CCl, predict the reaction product. The product is: [CH3:43][C:44]1[CH:49]=[C:48]([CH3:50])[NH:47][C:46](=[O:51])[C:45]=1[CH2:52][NH:53][C:21]([C:20]1[CH:24]=[C:16]([C:15]#[C:14][CH:11]2[CH2:12][CH2:13][N:8]([C:6]([O:5][C:1]([CH3:3])([CH3:4])[CH3:2])=[O:7])[CH2:9][CH2:10]2)[CH:17]=[C:18]([N:26]([CH2:33][CH3:34])[CH:27]2[CH2:32][CH2:31][O:30][CH2:29][CH2:28]2)[C:19]=1[CH3:25])=[O:22]. (3) Given the reactants [C@H]1(C[N:12]2[CH2:17][CH2:16][CH:15]([NH:18][C:19]([C:21]3[NH:22][C:23]4[C:28]([CH:29]=3)=[C:27]([O:30][CH2:31][C:32]3[C:36]5[CH:37]=[C:38]([F:41])[CH:39]=[CH:40][C:35]=5[O:34][CH:33]=3)[CH:26]=[CH:25][CH:24]=4)=[O:20])[CH2:14][CH2:13]2)[C@@H]2N(CCCC2)CCC1.[ClH:42].Cl.Cl.NC1CCN([CH2:52][CH2:53][N:54]2[CH2:59][CH2:58][CH:57]([OH:60])[CH2:56][CH2:55]2)CC1, predict the reaction product. The product is: [ClH:42].[ClH:42].[OH:60][CH:57]1[CH2:58][CH2:59][N:54]([CH2:53][CH2:52][N:12]2[CH2:17][CH2:16][CH:15]([NH:18][C:19]([C:21]3[NH:22][C:23]4[C:28]([CH:29]=3)=[C:27]([O:30][CH2:31][C:32]3[C:36]5[CH:37]=[C:38]([F:41])[CH:39]=[CH:40][C:35]=5[O:34][CH:33]=3)[CH:26]=[CH:25][CH:24]=4)=[O:20])[CH2:14][CH2:13]2)[CH2:55][CH2:56]1. (4) Given the reactants [Cl:1][C:2]1[CH:3]=[C:4]([CH2:13][O:14][C:15]2[CH:20]=[CH:19][C:18]([CH2:21][CH:22]([CH3:26])[C:23]([OH:25])=[O:24])=[CH:17][C:16]=2[C:27]([F:30])([F:29])[F:28])[C:5]2[O:9][C:8]([CH3:11])([CH3:10])[CH2:7][C:6]=2[CH:12]=1.F[B-](F)(F)F.N1(OC(N(C)C)=[N+](C)C)C2C=CC=CC=2N=N1.C(N(C(C)C)CC)(C)C.[C:62]([NH:65][CH2:66][CH2:67]O)(=[O:64])[CH3:63], predict the reaction product. The product is: [Cl:1][C:2]1[CH:3]=[C:4]([CH2:13][O:14][C:15]2[CH:20]=[CH:19][C:18]([CH2:21][CH:22]([CH3:26])[C:23]([O:25][CH2:67][CH2:66][NH:65][C:62](=[O:64])[CH3:63])=[O:24])=[CH:17][C:16]=2[C:27]([F:30])([F:28])[F:29])[C:5]2[O:9][C:8]([CH3:11])([CH3:10])[CH2:7][C:6]=2[CH:12]=1. (5) Given the reactants [Br:1][C:2]1[CH:7]=[CH:6][C:5]([S:8](Cl)(=[O:10])=[O:9])=[CH:4][CH:3]=1.[C:12]([O:16][C:17]([N:19]1[CH2:26][C:23]2([CH2:25][CH2:24]2)[NH:22][CH2:21][CH2:20]1)=[O:18])([CH3:15])([CH3:14])[CH3:13].CCN(CC)CC, predict the reaction product. The product is: [Br:1][C:2]1[CH:7]=[CH:6][C:5]([S:8]([N:22]2[CH2:21][CH2:20][N:19]([C:17]([O:16][C:12]([CH3:15])([CH3:14])[CH3:13])=[O:18])[CH2:26][C:23]32[CH2:24][CH2:25]3)(=[O:10])=[O:9])=[CH:4][CH:3]=1. (6) Given the reactants N1C=CC=CC=1.C(B1OB(C=C)OB([CH:17]=[CH2:18])O1)=C.[OH:19][C:20]1[C:21]([N+:30]([O-:32])=[O:31])=[C:22]([CH:27]=[CH:28][CH:29]=1)[C:23]([O:25][CH3:26])=[O:24].N1C=CC=CC=1, predict the reaction product. The product is: [N+:30]([C:21]1[C:20]([O:19][CH:17]=[CH2:18])=[CH:29][CH:28]=[CH:27][C:22]=1[C:23]([O:25][CH3:26])=[O:24])([O-:32])=[O:31]. (7) Given the reactants [Cl:1][C:2]1[C:7]([C:8]([OH:10])=O)=[CH:6][CH:5]=[C:4]([Cl:11])[N:3]=1.C1N=CN(C(N2C=NC=C2)=O)C=1.[NH2:24][C:25]1[N:30]=[C:29]([S:31]([NH2:34])(=[O:33])=[O:32])[CH:28]=[CH:27][CH:26]=1.[H-].[Na+], predict the reaction product. The product is: [NH2:24][C:25]1[N:30]=[C:29]([S:31]([NH:34][C:8](=[O:10])[C:7]2[CH:6]=[CH:5][C:4]([Cl:11])=[N:3][C:2]=2[Cl:1])(=[O:33])=[O:32])[CH:28]=[CH:27][CH:26]=1. (8) Given the reactants [Br:1][C:2]1[CH:7]=[CH:6][C:5]([N:8]=[CH:9][C:10]2[C:15]([CH3:16])=[CH:14][CH:13]=[CH:12][C:11]=2[OH:17])=[C:4](F)[CH:3]=1.C([O-])([O-])=O.[K+].[K+].O, predict the reaction product. The product is: [Br:1][C:2]1[CH:7]=[CH:6][C:5]2[N:8]=[CH:9][C:10]3[C:15]([CH3:16])=[CH:14][CH:13]=[CH:12][C:11]=3[O:17][C:4]=2[CH:3]=1. (9) Given the reactants [O:1]=[S:2]1(=[O:29])[C:6]2[CH:7]=[CH:8][C:9]([N:11]3[C:15](=[O:16])[CH2:14][C:13]4([CH2:21][CH2:20][N:19]([C:22]([O:24][C:25]([CH3:28])([CH3:27])[CH3:26])=[O:23])[CH2:18][CH2:17]4)[CH2:12]3)=[CH:10][C:5]=2[CH:4]=[CH:3]1, predict the reaction product. The product is: [O:29]=[S:2]1(=[O:1])[C:6]2[CH:7]=[CH:8][C:9]([N:11]3[C:15](=[O:16])[CH2:14][C:13]4([CH2:21][CH2:20][N:19]([C:22]([O:24][C:25]([CH3:27])([CH3:26])[CH3:28])=[O:23])[CH2:18][CH2:17]4)[CH2:12]3)=[CH:10][C:5]=2[CH2:4][CH2:3]1. (10) Given the reactants [CH:1]1([C:4]2[CH:5]=[CH:6][C:7]([CH2:12][OH:13])=[N:8][C:9]=2[O:10][CH3:11])[CH2:3][CH2:2]1, predict the reaction product. The product is: [CH:1]1([C:4]2[CH:5]=[CH:6][C:7]([CH:12]=[O:13])=[N:8][C:9]=2[O:10][CH3:11])[CH2:3][CH2:2]1.